From a dataset of Forward reaction prediction with 1.9M reactions from USPTO patents (1976-2016). Predict the product of the given reaction. (1) The product is: [CH3:1][N:2]([CH3:22])[S:3]([N:6]1[CH:10]=[C:9]([C:8]2[CH:9]=[CH:10][C:34]3[O:29][CH2:31][O:32][C:33]=3[CH:12]=2)[C:8]([C:12]2[CH:17]=[CH:16][N:15]=[C:14]([C:18]([F:21])([F:20])[F:19])[N:13]=2)=[N:7]1)(=[O:5])=[O:4]. Given the reactants [CH3:1][N:2]([CH3:22])[S:3]([N:6]1[CH:10]=[C:9](Br)[C:8]([C:12]2[CH:17]=[CH:16][N:15]=[C:14]([C:18]([F:21])([F:20])[F:19])[N:13]=2)=[N:7]1)(=[O:5])=[O:4].C([O-])([O-])=O.[Na+].[Na+].[O:29]1[CH2:34][CH2:33][O:32][CH2:31]C1, predict the reaction product. (2) Given the reactants [OH:1][CH:2]1[CH2:7][CH2:6][NH:5][CH2:4][CH2:3]1.C(N(CC)CC)C.Cl[C:16]([O:18][CH:19]([CH3:21])[CH3:20])=[O:17], predict the reaction product. The product is: [CH:19]([O:18][C:16]([N:5]1[CH2:6][CH2:7][CH:2]([OH:1])[CH2:3][CH2:4]1)=[O:17])([CH3:21])[CH3:20]. (3) The product is: [CH2:1]([O:8][CH2:9][C@H:10]1[CH2:15][CH2:14][C@H:13]2[C@H:16]3[C@H:26]([CH2:27][CH2:28][C@:11]12[CH3:12])[C@:24]1([CH3:25])[C@H:19]([CH2:20][C@@H:21]([O:29][CH2:30][O:31][CH3:32])[CH2:22][CH2:23]1)[C@H:18]([OH:33])[CH2:17]3)[C:2]1[CH:7]=[CH:6][CH:5]=[CH:4][CH:3]=1. Given the reactants [CH2:1]([O:8][CH2:9][C@H:10]1[CH2:15][CH2:14][C@H:13]2[C@H:16]3[C@H:26]([CH2:27][CH2:28][C@:11]12[CH3:12])[C@:24]1([CH3:25])[C@H:19]([CH2:20][C@@H:21]([O:29][CH2:30][O:31][CH3:32])[CH2:22][CH2:23]1)[C:18](=[O:33])[CH2:17]3)[C:2]1[CH:7]=[CH:6][CH:5]=[CH:4][CH:3]=1.[H-].[H-].[H-].[H-].[Li+].[Al+3].CCOCC.[OH-].[Na+], predict the reaction product. (4) Given the reactants [NH:1]1[C:9]2[C:4](=[CH:5][C:6]([C:10]3[CH:11]=[N:12][C:13]([N:16]4[CH:22]5[CH2:23][CH2:24][N:19]([CH2:20][CH2:21]5)[CH2:18][CH2:17]4)=[N:14][CH:15]=3)=[CH:7][CH:8]=2)[CH:3]=[CH:2]1.[OH:25]O, predict the reaction product. The product is: [NH:1]1[C:9]2[C:4](=[CH:5][C:6]([C:10]3[CH:11]=[N:12][C:13]([N:16]4[CH:22]5[CH2:21][CH2:20][N+:19]([O-:25])([CH2:24][CH2:23]5)[CH2:18][CH2:17]4)=[N:14][CH:15]=3)=[CH:7][CH:8]=2)[CH:3]=[CH:2]1. (5) Given the reactants [CH3:1][N:2]1[CH:6]=[C:5]([C:7]([OH:9])=O)[CH:4]=[N:3]1.CN(C(ON1N=NC2C=CC=NC1=2)=[N+](C)C)C.F[P-](F)(F)(F)(F)F.CCN(C(C)C)C(C)C.[NH2:43][C:44]1[CH:49]=[CH:48][C:47]([C:50]2[S:54][C:53]([C:55]([O:57][CH3:58])=[O:56])=[C:52]([N:59]([C:63]([C@H:65]3[CH2:70][CH2:69][C@H:68]([CH3:71])[CH2:67][CH2:66]3)=[O:64])[CH:60]([CH3:62])[CH3:61])[CH:51]=2)=[CH:46][CH:45]=1, predict the reaction product. The product is: [CH3:71][C@H:68]1[CH2:69][CH2:70][C@H:65]([C:63]([N:59]([CH:60]([CH3:62])[CH3:61])[C:52]2[CH:51]=[C:50]([C:47]3[CH:48]=[CH:49][C:44]([NH:43][C:7]([C:5]4[CH:4]=[N:3][N:2]([CH3:1])[CH:6]=4)=[O:9])=[CH:45][CH:46]=3)[S:54][C:53]=2[C:55]([O:57][CH3:58])=[O:56])=[O:64])[CH2:66][CH2:67]1. (6) Given the reactants C([NH:7][C:8]1[N:9]=[C:10]([N:19]2[CH2:24][CH2:23][O:22][CH2:21][CH2:20]2)[C:11]2[CH:17]=[C:16](Br)[CH:15]=[N:14][C:12]=2[N:13]=1)(=O)C(C)(C)C.[CH3:25][O:26][C:27]1[CH:28]=[C:29](B(O)O)[CH:30]=[CH:31][C:32]=1[O:33][CH3:34].C([O-])([O-])=O.[Na+].[Na+], predict the reaction product. The product is: [NH2:7][C:8]1[N:9]=[C:10]([N:19]2[CH2:20][CH2:21][O:22][CH2:23][CH2:24]2)[C:11]2[CH:17]=[C:16]([C:30]3[CH:29]=[CH:28][C:27]([O:26][CH3:25])=[C:32]([O:33][CH3:34])[CH:31]=3)[CH:15]=[N:14][C:12]=2[N:13]=1. (7) The product is: [CH3:1][S:2]([O:6][CH2:7][CH2:8][NH:9][C:10]([O:11][CH2:12][C:13]1[CH:14]=[CH:15][CH:16]=[CH:17][CH:18]=1)=[O:19])(=[O:4])=[O:3]. Given the reactants [CH3:1][S:2](Cl)(=[O:4])=[O:3].[OH:6][CH2:7][CH2:8][NH:9][C:10](=[O:19])[O:11][CH2:12][C:13]1[CH:18]=[CH:17][CH:16]=[CH:15][CH:14]=1.C(N(CC)CC)C.O, predict the reaction product.